From a dataset of Forward reaction prediction with 1.9M reactions from USPTO patents (1976-2016). Predict the product of the given reaction. (1) Given the reactants [CH3:1][O:2][C:3]1[N:8]=[C:7]([O:9][CH3:10])[N:6]=[C:5]([CH:11]2[C:19]3[C:14](=[C:15]([F:21])[CH:16]=[C:17]([F:20])[CH:18]=3)[NH:13][C:12]2=[O:22])[N:4]=1.CN1C=CN=C1.[F:29][CH:30]([F:35])[S:31](Cl)(=[O:33])=[O:32].O, predict the reaction product. The product is: [F:29][CH:30]([F:35])[S:31]([N:13]1[C:14]2[C:19](=[CH:18][C:17]([F:20])=[CH:16][C:15]=2[F:21])[CH:11]([C:5]2[N:4]=[C:3]([O:2][CH3:1])[N:8]=[C:7]([O:9][CH3:10])[N:6]=2)[C:12]1=[O:22])(=[O:33])=[O:32]. (2) The product is: [CH3:11][S:1][C:2]1[NH:7][C:6](=[O:8])[CH:5]=[CH:4][N:3]=1. Given the reactants [S:1]=[C:2]1[NH:7][C:6](=[O:8])[CH:5]=[CH:4][NH:3]1.CI.[CH3:11]COC(C)=O.CC(O)=O, predict the reaction product. (3) The product is: [C:25]([O:24][C:22]([C:2]1[CH:7]=[CH:6][C:5]([CH2:8][C:9]([O:11][CH3:12])=[O:10])=[C:4]([N+:13]([O-:15])=[O:14])[CH:3]=1)=[O:29])([CH3:28])([CH3:27])[CH3:26]. Given the reactants Br[C:2]1[CH:7]=[CH:6][C:5]([CH2:8][C:9]([O:11][CH3:12])=[O:10])=[C:4]([N+:13]([O-:15])=[O:14])[CH:3]=1.C(=O)([O-])[O-].[Cs+].[Cs+].[C:22](=[O:29])([O:24][C:25]([CH3:28])([CH3:27])[CH3:26])N, predict the reaction product. (4) Given the reactants [NH2:1][CH2:2][CH2:3][NH:4][C:5]([N:7]1[CH2:12][CH2:11][O:10][CH2:9][CH2:8]1)=[O:6].[CH2:13]([O:20][C:21]1[CH:31]=[CH:30][C:24]([O:25][CH2:26][C@@H:27]2[CH2:29][O:28]2)=[CH:23][CH:22]=1)[C:14]1[CH:19]=[CH:18][CH:17]=[CH:16][CH:15]=1, predict the reaction product. The product is: [CH2:13]([O:20][C:21]1[CH:22]=[CH:23][C:24]([O:25][CH2:26][C@@H:27]([OH:28])[CH2:29][NH:1][CH2:2][CH2:3][NH:4][C:5]([N:7]2[CH2:12][CH2:11][O:10][CH2:9][CH2:8]2)=[O:6])=[CH:30][CH:31]=1)[C:14]1[CH:15]=[CH:16][CH:17]=[CH:18][CH:19]=1. (5) The product is: [Br:17][C:18]1[CH:19]=[CH:20][C:21]([N:24]2[CH:28]=[CH:27][C:26]([O:29][CH2:2][C:3]3[C:8]([CH3:9])=[CH:7][CH:6]=[CH:5][C:4]=3[N:10]3[C:14](=[O:15])[N:13]([CH3:16])[N:12]=[N:11]3)=[N:25]2)=[CH:22][CH:23]=1. Given the reactants Br[CH2:2][C:3]1[C:8]([CH3:9])=[CH:7][CH:6]=[CH:5][C:4]=1[N:10]1[C:14](=[O:15])[N:13]([CH3:16])[N:12]=[N:11]1.[Br:17][C:18]1[CH:23]=[CH:22][C:21]([N:24]2[CH:28]=[CH:27][C:26]([OH:29])=[N:25]2)=[CH:20][CH:19]=1.C(=O)([O-])[O-].[K+].[K+].C(#N)C, predict the reaction product.